This data is from NCI-60 drug combinations with 297,098 pairs across 59 cell lines. The task is: Regression. Given two drug SMILES strings and cell line genomic features, predict the synergy score measuring deviation from expected non-interaction effect. (1) Drug 1: CN(CCCl)CCCl.Cl. Drug 2: C1C(C(OC1N2C=NC(=NC2=O)N)CO)O. Cell line: LOX IMVI. Synergy scores: CSS=20.1, Synergy_ZIP=-9.30, Synergy_Bliss=1.27, Synergy_Loewe=0.409, Synergy_HSA=1.32. (2) Drug 1: C1=CN(C(=O)N=C1N)C2C(C(C(O2)CO)O)O.Cl. Drug 2: CC1=C(C=C(C=C1)C(=O)NC2=CC(=CC(=C2)C(F)(F)F)N3C=C(N=C3)C)NC4=NC=CC(=N4)C5=CN=CC=C5. Cell line: SK-MEL-5. Synergy scores: CSS=4.89, Synergy_ZIP=0.854, Synergy_Bliss=4.96, Synergy_Loewe=1.43, Synergy_HSA=2.46. (3) Drug 1: C1CN1C2=NC(=NC(=N2)N3CC3)N4CC4. Drug 2: CNC(=O)C1=NC=CC(=C1)OC2=CC=C(C=C2)NC(=O)NC3=CC(=C(C=C3)Cl)C(F)(F)F. Cell line: SNB-75. Synergy scores: CSS=12.7, Synergy_ZIP=-19.3, Synergy_Bliss=-41.1, Synergy_Loewe=-37.8, Synergy_HSA=-39.5. (4) Drug 1: CC(C)NC(=O)C1=CC=C(C=C1)CNNC.Cl. Drug 2: CC1C(C(CC(O1)OC2CC(CC3=C2C(=C4C(=C3O)C(=O)C5=CC=CC=C5C4=O)O)(C(=O)C)O)N)O. Cell line: SF-295. Synergy scores: CSS=35.2, Synergy_ZIP=-0.330, Synergy_Bliss=-1.48, Synergy_Loewe=-19.3, Synergy_HSA=-0.775. (5) Drug 1: C1=CC(=CC=C1CCC2=CNC3=C2C(=O)NC(=N3)N)C(=O)NC(CCC(=O)O)C(=O)O. Drug 2: C1=NC2=C(N1)C(=S)N=CN2. Cell line: SF-295. Synergy scores: CSS=36.5, Synergy_ZIP=-5.82, Synergy_Bliss=-8.91, Synergy_Loewe=-9.37, Synergy_HSA=-4.55. (6) Drug 1: C1=NC2=C(N1)C(=S)N=CN2. Drug 2: C1CN(CCN1C(=O)CCBr)C(=O)CCBr. Cell line: A549. Synergy scores: CSS=26.2, Synergy_ZIP=-1.70, Synergy_Bliss=2.74, Synergy_Loewe=0.912, Synergy_HSA=4.47. (7) Drug 1: C1CN1C2=NC(=NC(=N2)N3CC3)N4CC4. Drug 2: CC12CCC3C(C1CCC2=O)CC(=C)C4=CC(=O)C=CC34C. Cell line: SW-620. Synergy scores: CSS=25.5, Synergy_ZIP=0.326, Synergy_Bliss=-0.186, Synergy_Loewe=-1.68, Synergy_HSA=-0.587. (8) Drug 1: CN1C2=C(C=C(C=C2)N(CCCl)CCCl)N=C1CCCC(=O)O.Cl. Drug 2: CCN(CC)CCCC(C)NC1=C2C=C(C=CC2=NC3=C1C=CC(=C3)Cl)OC. Cell line: NCI-H226. Synergy scores: CSS=-5.49, Synergy_ZIP=-1.32, Synergy_Bliss=-6.28, Synergy_Loewe=-30.5, Synergy_HSA=-7.33.